This data is from Reaction yield outcomes from USPTO patents with 853,638 reactions. The task is: Predict the reaction yield, written as a fraction of the theoretical maximum amount of product (1.0 means a 100% yield; for example, 0.34 means a 34% yield). (1) The reactants are [CH2:1]([N:8]1[C:16]2[C:11](=[CH:12][CH:13]=[CH:14][CH:15]=2)[C:10]([C:17]2[O:18][C:19]([C:22]([O:24]C)=[O:23])=[CH:20][CH:21]=2)=[N:9]1)[C:2]1[CH:7]=[CH:6][CH:5]=[CH:4][CH:3]=1.[OH-].[K+].CO.Cl. The catalyst is O. The product is [CH2:1]([N:8]1[C:16]2[C:11](=[CH:12][CH:13]=[CH:14][CH:15]=2)[C:10]([C:17]2[O:18][C:19]([C:22]([OH:24])=[O:23])=[CH:20][CH:21]=2)=[N:9]1)[C:2]1[CH:7]=[CH:6][CH:5]=[CH:4][CH:3]=1. The yield is 0.830. (2) The reactants are [O:1]1[C:5]2([CH2:10][CH2:9][CH2:8][CH2:7][CH:6]2[C:11](Cl)=[O:12])[O:4][CH2:3][CH2:2]1.C1(C)C=CC=CC=1.[CH3:21][NH:22][CH3:23].O. The catalyst is C(OCC)(=O)C. The product is [CH3:21][N:22]([CH3:23])[C:11]([CH:6]1[CH2:7][CH2:8][CH2:9][CH2:10][C:5]21[O:4][CH2:3][CH2:2][O:1]2)=[O:12]. The yield is 0.320. (3) The reactants are C([O:8][C:9]1[CH:14]=[C:13]([N:15]2[CH2:20][CH2:19][N:18](CC3C=CC=CC=3)[CH2:17][CH2:16]2)[C:12]([O:28][CH3:29])=[CH:11][C:10]=1[C:30]([OH:33])([CH3:32])[CH3:31])C1C=CC=CC=1. The catalyst is CCO. The product is [OH:33][C:30]([C:10]1[CH:11]=[C:12]([O:28][CH3:29])[C:13]([N:15]2[CH2:16][CH2:17][NH:18][CH2:19][CH2:20]2)=[CH:14][C:9]=1[OH:8])([CH3:31])[CH3:32]. The yield is 0.920.